Task: Regression. Given two drug SMILES strings and cell line genomic features, predict the synergy score measuring deviation from expected non-interaction effect.. Dataset: NCI-60 drug combinations with 297,098 pairs across 59 cell lines (1) Drug 1: CCC(=C(C1=CC=CC=C1)C2=CC=C(C=C2)OCCN(C)C)C3=CC=CC=C3.C(C(=O)O)C(CC(=O)O)(C(=O)O)O. Drug 2: C1CN(CCN1C(=O)CCBr)C(=O)CCBr. Cell line: HOP-62. Synergy scores: CSS=28.8, Synergy_ZIP=0.955, Synergy_Bliss=-0.916, Synergy_Loewe=-2.23, Synergy_HSA=-2.88. (2) Drug 1: C1=NC2=C(N=C(N=C2N1C3C(C(C(O3)CO)O)F)Cl)N. Drug 2: CCCCC(=O)OCC(=O)C1(CC(C2=C(C1)C(=C3C(=C2O)C(=O)C4=C(C3=O)C=CC=C4OC)O)OC5CC(C(C(O5)C)O)NC(=O)C(F)(F)F)O. Cell line: BT-549. Synergy scores: CSS=38.2, Synergy_ZIP=-0.396, Synergy_Bliss=-3.45, Synergy_Loewe=-3.89, Synergy_HSA=-4.02. (3) Drug 1: CC=C1C(=O)NC(C(=O)OC2CC(=O)NC(C(=O)NC(CSSCCC=C2)C(=O)N1)C(C)C)C(C)C. Drug 2: CN1C2=C(C=C(C=C2)N(CCCl)CCCl)N=C1CCCC(=O)O.Cl. Cell line: NCIH23. Synergy scores: CSS=57.1, Synergy_ZIP=-1.89, Synergy_Bliss=-2.79, Synergy_Loewe=-70.0, Synergy_HSA=-3.59. (4) Drug 1: CNC(=O)C1=CC=CC=C1SC2=CC3=C(C=C2)C(=NN3)C=CC4=CC=CC=N4. Drug 2: COCCOC1=C(C=C2C(=C1)C(=NC=N2)NC3=CC=CC(=C3)C#C)OCCOC.Cl. Cell line: SN12C. Synergy scores: CSS=15.4, Synergy_ZIP=-0.709, Synergy_Bliss=4.38, Synergy_Loewe=2.26, Synergy_HSA=5.41. (5) Drug 1: CN(C)C1=NC(=NC(=N1)N(C)C)N(C)C. Drug 2: CN(CC1=CN=C2C(=N1)C(=NC(=N2)N)N)C3=CC=C(C=C3)C(=O)NC(CCC(=O)O)C(=O)O. Cell line: NCI-H460. Synergy scores: CSS=31.5, Synergy_ZIP=2.06, Synergy_Bliss=-0.458, Synergy_Loewe=-12.6, Synergy_HSA=-3.12.